From a dataset of Full USPTO retrosynthesis dataset with 1.9M reactions from patents (1976-2016). Predict the reactants needed to synthesize the given product. Given the product [OH:10][C:9]1[CH:8]=[C:7]([CH:15]=[C:13]([OH:14])[C:11]=1[O:12][CH3:2])[CH2:6][OH:17], predict the reactants needed to synthesize it. The reactants are: O1CCC[CH2:2]1.[C:6]([O:17]C)(=O)[C:7]1[CH:15]=[C:13]([OH:14])[C:11]([OH:12])=[C:9]([OH:10])[CH:8]=1.[H-].[Al+3].[Li+].[H-].[H-].[H-].S(=O)(=O)(O)O.